The task is: Binary Classification. Given a T-cell receptor sequence (or CDR3 region) and an epitope sequence, predict whether binding occurs between them.. This data is from TCR-epitope binding with 47,182 pairs between 192 epitopes and 23,139 TCRs. (1) The epitope is SEETGTLIV. The TCR CDR3 sequence is CASSQFPQVNQPQHF. Result: 0 (the TCR does not bind to the epitope). (2) The epitope is HTDFSSEIIGY. The TCR CDR3 sequence is CASSQVDSGANVLTF. Result: 0 (the TCR does not bind to the epitope). (3) The epitope is EEHVQIHTI. The TCR CDR3 sequence is CASSWKGQTYGYTF. Result: 1 (the TCR binds to the epitope). (4) The epitope is GILGFVFTL. The TCR CDR3 sequence is CASSPDGELFF. Result: 0 (the TCR does not bind to the epitope). (5) The epitope is LLFGYPVYV. The TCR CDR3 sequence is CASSQGGGEQYF. Result: 0 (the TCR does not bind to the epitope). (6) The epitope is LLLGIGILV. The TCR CDR3 sequence is CASSSLWPANTGELFF. Result: 0 (the TCR does not bind to the epitope). (7) The epitope is HTTDPSFLGRY. The TCR CDR3 sequence is CASSDGTSGAGRFF. Result: 1 (the TCR binds to the epitope).